Task: Predict which catalyst facilitates the given reaction.. Dataset: Catalyst prediction with 721,799 reactions and 888 catalyst types from USPTO (1) Reactant: S(Cl)([Cl:3])=O.[CH:5]1([CH2:8][O:9][C:10]2[CH:31]=[CH:30][C:13]([C:14]([NH:16][C:17]3[C:26]([CH3:27])=[C:25]4[C:20]([CH:21]=[C:22]([CH2:28]O)[CH:23]=[N:24]4)=[CH:19][CH:18]=3)=[O:15])=[CH:12][CH:11]=2)[CH2:7][CH2:6]1. Product: [ClH:3].[Cl:3][CH2:28][C:22]1[CH:23]=[N:24][C:25]2[C:20]([CH:21]=1)=[CH:19][CH:18]=[C:17]([NH:16][C:14](=[O:15])[C:13]1[CH:30]=[CH:31][C:10]([O:9][CH2:8][CH:5]3[CH2:7][CH2:6]3)=[CH:11][CH:12]=1)[C:26]=2[CH3:27]. The catalyst class is: 27. (2) The catalyst class is: 593. Product: [NH2:1][C@H:2]1[C:7]([F:9])([F:8])[CH2:6][CH2:5][CH2:4][C@H:3]1[NH:10][C:11]1[N:12]=[C:13]([NH:19][C:20]2[CH:25]=[CH:24][CH:23]=[C:22]([C:26]3[N:31]=[CH:30][CH:29]=[CH:28][N:27]=3)[CH:21]=2)[C:14]([C:17]([NH2:18])=[O:38])=[N:15][CH:16]=1. Reactant: [NH2:1][C@H:2]1[C:7]([F:9])([F:8])[CH2:6][CH2:5][CH2:4][C@H:3]1[NH:10][C:11]1[N:12]=[C:13]([NH:19][C:20]2[CH:25]=[CH:24][CH:23]=[C:22]([C:26]3[N:31]=[CH:30][CH:29]=[CH:28][N:27]=3)[CH:21]=2)[C:14]([C:17]#[N:18])=[N:15][CH:16]=1.[OH-].[Na+].OO.CC(O)=[O:38]. (3) Reactant: [CH:1]1([C:4]2[N:9]=[C:8]([CH2:10][N:11]3[C:19]4[CH:18]=[CH:17][C:16]([F:20])=[C:15](C(O)=O)[C:14]=4[C:13]([CH3:24])=[N:12]3)[CH:7]=[CH:6][CH:5]=2)[CH2:3][CH2:2]1.C1(P([N:39]=[N+]=[N-])(C2C=CC=CC=2)=O)C=CC=CC=1. Product: [CH:1]1([C:4]2[N:9]=[C:8]([CH2:10][N:11]3[C:19]4[CH:18]=[CH:17][C:16]([F:20])=[C:15]([NH2:39])[C:14]=4[C:13]([CH3:24])=[N:12]3)[CH:7]=[CH:6][CH:5]=2)[CH2:3][CH2:2]1. The catalyst class is: 18. (4) Reactant: [NH2:1][C:2]1[CH:3]=[CH:4][C:5]2[CH2:9][O:8][B:7]([OH:10])[C:6]=2[CH:11]=1.C(=O)([O-])[O-].[K+].[K+].[NH2:18][C:19]1[CH:20]=[C:21]([C:29]2[O:30][C:31]([CH3:34])=[N:32][N:33]=2)[C:22]([S:25](Cl)(=[O:27])=[O:26])=[N:23][CH:24]=1. Product: [NH2:18][C:19]1[CH:20]=[C:21]([C:29]2[O:30][C:31]([CH3:34])=[N:32][N:33]=2)[C:22]([S:25]([NH:1][C:2]2[CH:3]=[CH:4][C:5]3[CH2:9][O:8][B:7]([OH:10])[C:6]=3[CH:11]=2)(=[O:27])=[O:26])=[N:23][CH:24]=1. The catalyst class is: 10.